Dataset: Peptide-MHC class I binding affinity with 185,985 pairs from IEDB/IMGT. Task: Regression. Given a peptide amino acid sequence and an MHC pseudo amino acid sequence, predict their binding affinity value. This is MHC class I binding data. (1) The peptide sequence is STTVKAACWW. The MHC is HLA-B54:01 with pseudo-sequence HLA-B54:01. The binding affinity (normalized) is 0.0232. (2) The binding affinity (normalized) is 0.213. The MHC is HLA-B83:01 with pseudo-sequence HLA-B83:01. The peptide sequence is RQNAPFEPI. (3) The MHC is HLA-B07:02 with pseudo-sequence HLA-B07:02. The peptide sequence is LQRKHGGSL. The binding affinity (normalized) is 0.624.